From a dataset of Forward reaction prediction with 1.9M reactions from USPTO patents (1976-2016). Predict the product of the given reaction. (1) The product is: [C:1]([O:5][C:6]([N:8]1[CH2:16][C:15]2[C:10](=[CH:11][C:12]([C:23]([F:25])([F:26])[F:24])=[C:13]([CH:17]3[CH2:18][CH2:19][O:20][CH2:21][CH2:22]3)[CH:14]=2)[CH2:9]1)=[O:7])([CH3:4])([CH3:2])[CH3:3]. Given the reactants [C:1]([O:5][C:6]([N:8]1[CH2:16][C:15]2[C:10](=[CH:11][C:12]([C:23]([F:26])([F:25])[F:24])=[C:13]([C:17]3[CH2:18][CH2:19][O:20][CH2:21][CH:22]=3)[CH:14]=2)[CH2:9]1)=[O:7])([CH3:4])([CH3:3])[CH3:2].C([O-])=O.[NH4+], predict the reaction product. (2) Given the reactants [N:1]1([C:7]2[CH:8]=[N:9][C:10]3[C:15]([N:16]=2)=[CH:14][C:13]([C:17]2[CH:22]=[CH:21][C:20]([NH2:23])=[CH:19][CH:18]=2)=[CH:12][CH:11]=3)[CH2:6][CH2:5][O:4][CH2:3][CH2:2]1.[CH3:24][NH:25][S:26](Cl)(=[O:28])=[O:27], predict the reaction product. The product is: [CH3:24][NH:25][S:26](=[O:28])(=[O:27])[NH:23][C:20]1[CH:21]=[CH:22][C:17]([C:13]2[CH:14]=[C:15]3[C:10](=[CH:11][CH:12]=2)[N:9]=[CH:8][C:7]([N:1]2[CH2:2][CH2:3][O:4][CH2:5][CH2:6]2)=[N:16]3)=[CH:18][CH:19]=1. (3) Given the reactants [CH3:1][O:2][C:3](=[O:17])[CH2:4][N:5]([C:10]([O:12][C:13]([CH3:16])([CH3:15])[CH3:14])=[O:11])C(=O)CC.CN1C(=O)N(C)CCC1.[Li+].C[Si]([N-][Si](C)(C)C)(C)C.[CH2:37]1C[O:40][CH2:39][CH2:38]1, predict the reaction product. The product is: [CH3:1][O:2][C:3](=[O:17])[CH:4]([NH:5][C:10]([O:12][C:13]([CH3:14])([CH3:15])[CH3:16])=[O:11])[C:39](=[O:40])[CH2:38][CH3:37].